From a dataset of Catalyst prediction with 721,799 reactions and 888 catalyst types from USPTO. Predict which catalyst facilitates the given reaction. (1) Reactant: [Cl-].[Cl:2][CH2:3][CH2:4][CH2:5][NH3+:6].[C:7](O[C:7]([O:9][C:10]([CH3:13])([CH3:12])[CH3:11])=[O:8])([O:9][C:10]([CH3:13])([CH3:12])[CH3:11])=[O:8]. Product: [C:10]([O:9][C:7](=[O:8])[NH:6][CH2:5][CH2:4][CH2:3][Cl:2])([CH3:13])([CH3:12])[CH3:11]. The catalyst class is: 74. (2) Reactant: [CH2:1]([C:3]1[O:4][C:5]2[C:11]([C:12]([O-:14])=[O:13])=[CH:10][CH:9]=[C:8]([O:15][CH3:16])[C:6]=2[N:7]=1)[CH3:2].[N+:17]([C:20]1[CH:25]=[CH:24][C:23](O)=[CH:22][CH:21]=1)([O-:19])=[O:18].Cl.C(N=C=NCCCN(C)C)C. Product: [CH2:1]([C:3]1[O:4][C:5]2[C:11]([C:12]([O:14][C:23]3[CH:24]=[CH:25][C:20]([N+:17]([O-:19])=[O:18])=[CH:21][CH:22]=3)=[O:13])=[CH:10][CH:9]=[C:8]([O:15][CH3:16])[C:6]=2[N:7]=1)[CH3:2]. The catalyst class is: 119. (3) Reactant: [F:1][C:2]1[C:3]([OH:13])=[C:4]([CH:7]=[C:8]([N+:10]([O-:12])=[O:11])[CH:9]=1)[CH:5]=O.[CH3:14][NH2:15].[BH4-].[Na+]. Product: [F:1][C:2]1[CH:9]=[C:8]([N+:10]([O-:12])=[O:11])[CH:7]=[C:4]([CH2:5][NH:15][CH3:14])[C:3]=1[OH:13]. The catalyst class is: 5. (4) The catalyst class is: 15. Product: [F:34][C:23]1[CH:22]=[CH:21][C:20]([C:18]2[N:6]3[N:5]=[CH:4][C:3]([C:7]([C:9]4[S:10][CH:11]=[CH:12][CH:13]=4)=[O:8])=[C:2]3[N:1]=[CH:16][CH:17]=2)=[CH:25][C:24]=1[N:26]([CH2:31][C:32]#[CH:33])[S:27]([CH3:30])(=[O:29])=[O:28]. Reactant: [NH2:1][C:2]1[NH:6][N:5]=[CH:4][C:3]=1[C:7]([C:9]1[S:10][CH:11]=[CH:12][CH:13]=1)=[O:8].CN(C)[CH:16]=[CH:17][C:18]([C:20]1[CH:21]=[CH:22][C:23]([F:34])=[C:24]([N:26]([CH2:31][C:32]#[CH:33])[S:27]([CH3:30])(=[O:29])=[O:28])[CH:25]=1)=O.C(OCC)(=O)C. (5) Reactant: [NH2:1][CH2:2][CH:3]1[CH2:8][CH2:7][N:6]([C:9]([O:11][C:12]([CH3:15])([CH3:14])[CH3:13])=[O:10])[CH2:5][CH2:4]1.[C:16]1(=O)[O:21][C:19](=[O:20])[CH2:18][CH2:17]1.C(N1C=CN=C1)(N1C=CN=C1)=O.O. Product: [C:12]([O:11][C:9]([N:6]1[CH2:7][CH2:8][CH:3]([CH2:2][N:1]2[C:19](=[O:20])[CH2:18][CH2:17][C:16]2=[O:21])[CH2:4][CH2:5]1)=[O:10])([CH3:15])([CH3:14])[CH3:13]. The catalyst class is: 91. (6) Reactant: C([O:4][C@@H:5]1[C@@H:10]([O:11]C(=O)C)[C@@H:9]([CH2:15][O:16]C(=O)C)[O:8][C@H:7]([O:20][CH2:21][CH2:22][CH2:23][CH2:24][NH:25]C(OCC2C3C=CC=CC=3C3C2=CC=CC=3)=O)[C@H:6]1CC([O-])=O)(=O)C.C[O-:48].[Na+]. Product: [NH2:25][CH2:24][CH2:23][CH2:22][CH2:21][O:20][C@@H:7]1[C@@H:6]([OH:48])[C@@H:5]([OH:4])[C@H:10]([OH:11])[C@@H:9]([CH2:15][OH:16])[O:8]1. The catalyst class is: 5. (7) Reactant: Cl[CH2:2][C:3]1[CH:22]=[C:21]([O:23][CH3:24])[C:6]([O:7][CH2:8][C:9]2[N:10]=[C:11]([C:15]3[CH:20]=[CH:19][CH:18]=[CH:17][CH:16]=3)[O:12][C:13]=2[CH3:14])=[C:5]([O:25][CH3:26])[CH:4]=1.[OH:27]/[N:28]=[C:29](/[C:36]1[CH:41]=[CH:40][CH:39]=[CH:38][CH:37]=1)\[CH2:30][CH2:31][C:32]([O:34][CH3:35])=[O:33].[H-].[Na+].Cl. Product: [CH3:26][O:25][C:5]1[CH:4]=[C:3]([CH:22]=[C:21]([O:23][CH3:24])[C:6]=1[O:7][CH2:8][C:9]1[N:10]=[C:11]([C:15]2[CH:20]=[CH:19][CH:18]=[CH:17][CH:16]=2)[O:12][C:13]=1[CH3:14])[CH2:2][O:27]/[N:28]=[C:29](/[C:36]1[CH:41]=[CH:40][CH:39]=[CH:38][CH:37]=1)\[CH2:30][CH2:31][C:32]([O:34][CH3:35])=[O:33]. The catalyst class is: 35.